The task is: Predict the product of the given reaction.. This data is from Forward reaction prediction with 1.9M reactions from USPTO patents (1976-2016). (1) The product is: [N:24]1[CH:25]=[CH:26][CH:27]=[C:22]([C:20]([NH:19][C:16]2[CH:17]=[CH:18][C:13]([C:12]([C:4]([NH2:11])([CH2:5][CH2:6][S:7]([CH3:10])(=[O:8])=[O:9])[C:3]([OH:35])=[O:2])=[O:34])=[C:14]([C:28]3[CH:29]=[CH:30][CH:31]=[CH:32][CH:33]=3)[CH:15]=2)=[O:21])[CH:23]=1. Given the reactants C[O:2][C:3](=[O:35])[C:4]([C:12](=[O:34])[C:13]1[CH:18]=[CH:17][C:16]([NH:19][C:20]([C:22]2[CH:23]=[N:24][CH:25]=[CH:26][CH:27]=2)=[O:21])=[CH:15][C:14]=1[C:28]1[CH:33]=[CH:32][CH:31]=[CH:30][CH:29]=1)([NH2:11])[CH2:5][CH2:6][S:7]([CH3:10])(=[O:9])=[O:8], predict the reaction product. (2) Given the reactants [F:1][C:2]1[C:7]([F:8])=[CH:6][CH:5]=[C:4]([O:9]C)[C:3]=1[CH2:11][CH2:12][OH:13].O, predict the reaction product. The product is: [F:1][C:2]1[C:3]([CH2:11][CH2:12][OH:13])=[C:4]([OH:9])[CH:5]=[CH:6][C:7]=1[F:8]. (3) Given the reactants [F:1][C:2]1[CH:10]=[C:9]2[C:5]([C:6]([C:20]3[CH:21]=[N:22][NH:23][CH:24]=3)=[CH:7][N:8]2[S:11]([C:14]2[CH:19]=[CH:18][CH:17]=[CH:16][CH:15]=2)(=[O:13])=[O:12])=[CH:4][CH:3]=1.C([O-])([O-])=O.[Cs+].[Cs+].Cl[CH2:32][CH2:33][N:34]1[CH2:38][CH2:37][CH2:36][CH2:35]1, predict the reaction product. The product is: [F:1][C:2]1[CH:10]=[C:9]2[C:5]([C:6]([C:20]3[CH:24]=[N:23][N:22]([CH2:32][CH2:33][N:34]4[CH2:38][CH2:37][CH2:36][CH2:35]4)[CH:21]=3)=[CH:7][N:8]2[S:11]([C:14]2[CH:15]=[CH:16][CH:17]=[CH:18][CH:19]=2)(=[O:12])=[O:13])=[CH:4][CH:3]=1. (4) Given the reactants C(O)(=O)C.[N+:5]([C:8]1[CH:9]=[C:10]([N:14]2[C:18]([C:19]3[CH:24]=[CH:23][CH:22]=[CH:21][CH:20]=3)=[CH:17][C:16]([C:25]([F:28])([F:27])[F:26])=[N:15]2)[CH:11]=[CH:12][CH:13]=1)([O-])=O, predict the reaction product. The product is: [NH2:5][C:8]1[CH:9]=[C:10]([N:14]2[C:18]([C:19]3[CH:24]=[CH:23][CH:22]=[CH:21][CH:20]=3)=[CH:17][C:16]([C:25]([F:28])([F:27])[F:26])=[N:15]2)[CH:11]=[CH:12][CH:13]=1. (5) Given the reactants [Cl-].Cl[C:3]1[C:8]([C:9]([O:11][CH2:12][CH3:13])=[O:10])=[CH:7][NH+:6]=[C:5]([NH:14][C:15]2[CH:20]=[C:19]([O:21][CH3:22])[CH:18]=[C:17]([O:23][CH3:24])[CH:16]=2)[N:4]=1.[Cl-].[CH3:26][S:27]([C:30]1[CH:35]=[CH:34][CH:33]=[CH:32][C:31]=1[NH3+:36])(=[O:29])=[O:28].Cl, predict the reaction product. The product is: [CH2:12]([O:11][C:9]([C:8]1[C:3]([NH:36][C:31]2[CH:32]=[CH:33][CH:34]=[CH:35][C:30]=2[S:27]([CH3:26])(=[O:29])=[O:28])=[N:4][C:5]([NH:14][C:15]2[CH:20]=[C:19]([O:21][CH3:22])[CH:18]=[C:17]([O:23][CH3:24])[CH:16]=2)=[N:6][CH:7]=1)=[O:10])[CH3:13]. (6) Given the reactants [C:1](=[O:4])([O-])[O-:2].[K+].[K+].[Cl:7][C:8]1[C:16]([Cl:17])=[C:15]2[C:11]([CH2:12][CH:13]([CH2:19][CH2:20][CH3:21])[C:14]2=O)=[CH:10][C:9]=1O.BrC[C:25]1[CH:32]=[CH:31][C:28]([C:29]#[N:30])=[CH:27][CH:26]=1, predict the reaction product. The product is: [Cl:7][C:8]1[C:16]([Cl:17])=[C:15]2[C:11]([CH2:12][CH:13]([CH2:19][CH2:20][CH3:21])[CH2:14]2)=[CH:10][C:9]=1[O:2][C:1]([C:25]1[CH:32]=[CH:31][C:28]([C:29]#[N:30])=[CH:27][CH:26]=1)=[O:4]. (7) Given the reactants [CH3:1][O:2][C:3]1[CH:4]=[CH:5][C:6]2[S:12][CH2:11][CH2:10][NH:9][C:8](=O)[C:7]=2[CH:14]=1.[H-].[H-].[H-].[H-].[Li+].[Al+3], predict the reaction product. The product is: [CH3:1][O:2][C:3]1[CH:4]=[CH:5][C:6]2[S:12][CH2:11][CH2:10][NH:9][CH2:8][C:7]=2[CH:14]=1.